Predict the reactants needed to synthesize the given product. From a dataset of Full USPTO retrosynthesis dataset with 1.9M reactions from patents (1976-2016). (1) Given the product [F:1][C:2]1[CH:7]=[C:6]([F:8])[CH:5]=[CH:4][C:3]=1/[CH:9]=[CH:10]\[C:11]([OH:13])=[O:12], predict the reactants needed to synthesize it. The reactants are: [F:1][C:2]1[CH:7]=[C:6]([F:8])[CH:5]=[CH:4][C:3]=1/[CH:9]=[CH:10]\[C:11]([O:13]C)=[O:12].[OH-].[Li+]. (2) Given the product [NH:7]1[CH:11]=[CH:10][CH:9]=[C:8]1[CH2:12][N:1]1[CH2:6][CH2:5][O:4][CH2:3][CH2:2]1, predict the reactants needed to synthesize it. The reactants are: [NH:1]1[CH2:6][CH2:5][O:4][CH2:3][CH2:2]1.[NH:7]1[CH:11]=[CH:10][CH:9]=[CH:8]1.[CH2:12]=O.[OH-].[Na+]. (3) Given the product [ClH:25].[F:24][C:19]1[CH:20]=[CH:21][CH:22]=[CH:23][C:18]=1[CH2:17][S:14]([CH:11]1[CH2:10][CH2:9][NH:8][CH2:13][CH2:12]1)(=[O:15])=[O:16], predict the reactants needed to synthesize it. The reactants are: C(OC([N:8]1[CH2:13][CH2:12][CH:11]([S:14]([CH2:17][C:18]2[CH:23]=[CH:22][CH:21]=[CH:20][C:19]=2[F:24])(=[O:16])=[O:15])[CH2:10][CH2:9]1)=O)(C)(C)C.[ClH:25].C(OCC)(=O)C.